Dataset: Full USPTO retrosynthesis dataset with 1.9M reactions from patents (1976-2016). Task: Predict the reactants needed to synthesize the given product. (1) Given the product [CH3:1][O:2][CH2:3][C@@H:4]([NH:16][C:17]([N:19]1[CH2:24][C:23](=[O:25])[NH:22][C:21]2[CH:26]=[CH:27][C:28]([N:30]3[CH:34]=[CH:33][CH:32]=[N:31]3)=[N:29][C:20]1=2)=[O:18])[C:5]1[CH:10]=[CH:9][C:8]([O:11][C:12]([F:15])([F:13])[F:14])=[CH:7][CH:6]=1, predict the reactants needed to synthesize it. The reactants are: [CH3:1][O:2][CH2:3][CH:4]([NH:16][C:17]([N:19]1[CH2:24][C:23](=[O:25])[NH:22][C:21]2[CH:26]=[CH:27][C:28]([N:30]3[CH:34]=[CH:33][CH:32]=[N:31]3)=[N:29][C:20]1=2)=[O:18])[C:5]1[CH:10]=[CH:9][C:8]([O:11][C:12]([F:15])([F:14])[F:13])=[CH:7][CH:6]=1.C(=O)=O.CO. (2) Given the product [F:1][C:2]1[CH:7]=[CH:6][C:5]([CH:8]([OH:12])[CH:9]([NH:10][C:14](=[O:15])[O:16][C:17]([CH3:18])([CH3:20])[CH3:19])[CH2:21][C:22]2[O:23][C:24]([C:27]([F:30])([F:29])[F:28])=[CH:25][CH:26]=2)=[CH:4][CH:3]=1, predict the reactants needed to synthesize it. The reactants are: [F:1][C:2]1[CH:7]=[CH:6][C:5]([CH:8]2[O:12]C(=O)[N:10]([C:14]([O:16][C:17]([CH3:20])([CH3:19])[CH3:18])=[O:15])[CH:9]2[CH2:21][C:22]2[O:23][C:24]([C:27]([F:30])([F:29])[F:28])=[CH:25][CH:26]=2)=[CH:4][CH:3]=1.[OH-].[Na+].O. (3) The reactants are: N(C(OC(C)(C)C)=O)[C@H](C(O)=O)C(C)C.CN1CCOCC1.[CH2:23]([O:27][C:28]([Cl:30])=[O:29])[CH:24]([CH3:26])[CH3:25].Cl.[NH2:32][C:33]1[C:34]([O:57][CH2:58][CH3:59])=[CH:35][CH:36]=[C:37]2[C:42]=1[CH:41]=[N:40][CH:39]=[C:38]2[C:43]([C:45]1[CH:50]=[C:49]([O:51][CH3:52])[C:48]([O:53][CH3:54])=[C:47]([O:55][CH3:56])[CH:46]=1)=[O:44]. Given the product [ClH:30].[CH2:58]([O:57][C:34]1[C:33]([NH:32][C:28](=[O:29])[O:27][CH2:23][CH:24]([CH3:26])[CH3:25])=[C:42]2[C:37]([C:38]([C:43](=[O:44])[C:45]3[CH:50]=[C:49]([O:51][CH3:52])[C:48]([O:53][CH3:54])=[C:47]([O:55][CH3:56])[CH:46]=3)=[CH:39][N:40]=[CH:41]2)=[CH:36][CH:35]=1)[CH3:59], predict the reactants needed to synthesize it. (4) Given the product [NH:1]1[C:5]2[CH:6]=[CH:7][C:8]([N:10]3[CH:21]([C:13]4[CH:12]=[N:11][C:20]5[C:15]([CH:14]=4)=[CH:16][CH:17]=[CH:18][CH:19]=5)[C:28]([C:29]4[C:37]5[C:32](=[CH:33][CH:34]=[CH:35][CH:36]=5)[NH:31][CH:30]=4)=[C:27]([OH:38])[C:26]3=[O:25])=[CH:9][C:4]=2[N:3]=[CH:2]1, predict the reactants needed to synthesize it. The reactants are: [NH:1]1[C:5]2[CH:6]=[CH:7][C:8]([NH2:10])=[CH:9][C:4]=2[N:3]=[CH:2]1.[N:11]1[C:20]2[C:15](=[CH:16][CH:17]=[CH:18][CH:19]=2)[CH:14]=[C:13]([CH:21]=O)[CH:12]=1.C([O:25][C:26](=O)[C:27](=[O:38])[CH2:28][C:29]1[C:37]2[C:32](=[CH:33][CH:34]=[CH:35][CH:36]=2)[NH:31][CH:30]=1)C. (5) Given the product [CH3:1][C:2]1[C:10]([O:11][CH:12]2[CH2:17][CH2:16][CH2:15][N:14]([CH3:20])[CH2:13]2)=[CH:9][CH:8]=[C:7]2[C:3]=1[CH:4]=[N:5][NH:6]2, predict the reactants needed to synthesize it. The reactants are: [CH3:1][C:2]1[C:10]([O:11][CH:12]2[CH2:17][CH2:16][CH2:15][NH:14][CH2:13]2)=[CH:9][CH:8]=[C:7]2[C:3]=1[CH:4]=[N:5][NH:6]2.C=O.[C:20]([BH3-])#N.[Na+].[OH-].[Na+]. (6) The reactants are: [Br:1][C:2]1[CH:7]=[CH:6][C:5]([O:8][CH3:9])=[C:4]([CH:10]=[CH:11][CH2:12][CH2:13][O:14][CH3:15])[CH:3]=1.C(O)(=O)C. Given the product [Br:1][C:2]1[CH:7]=[CH:6][C:5]([O:8][CH3:9])=[C:4]([CH2:10][CH2:11][CH2:12][CH2:13][O:14][CH3:15])[CH:3]=1, predict the reactants needed to synthesize it. (7) Given the product [F:1][C:2]1[CH:3]=[C:4]([CH:7]=[CH:8][C:9]=1[N+:10]([O-:12])=[O:11])[CH:5]=[N:14][OH:15], predict the reactants needed to synthesize it. The reactants are: [F:1][C:2]1[CH:3]=[C:4]([CH:7]=[CH:8][C:9]=1[N+:10]([O-:12])=[O:11])[CH:5]=O.Cl.[NH2:14][OH:15].